Predict the reactants needed to synthesize the given product. From a dataset of Full USPTO retrosynthesis dataset with 1.9M reactions from patents (1976-2016). (1) Given the product [Cl:11][C:5]1[N:4]=[C:3]([N:33]2[CH2:34][CH2:35][N:30]([CH3:29])[CH2:31][CH2:32]2)[CH:2]=[CH:10][C:6]=1[C:7]([NH:26][CH2:25][CH2:24][C:23]1[CH:22]=[CH:21][C:20]([O:13][C:14]2[CH:15]=[CH:16][CH:17]=[CH:18][CH:19]=2)=[CH:28][CH:27]=1)=[O:9], predict the reactants needed to synthesize it. The reactants are: C[C:2]1[C:3](Cl)=[N:4][C:5]([Cl:11])=[C:6]([CH:10]=1)[C:7]([OH:9])=O.[O:13]([C:20]1[CH:28]=[CH:27][C:23]([CH2:24][CH2:25][NH2:26])=[CH:22][CH:21]=1)[C:14]1[CH:19]=[CH:18][CH:17]=[CH:16][CH:15]=1.[CH3:29][N:30]1[CH2:35][CH2:34][NH:33][CH2:32][CH2:31]1. (2) Given the product [CH3:1][C@@H:2]1[CH2:4][C@H:3]1[C:5]1[NH:12][N:11]=[C:7]([NH2:8])[CH:6]=1, predict the reactants needed to synthesize it. The reactants are: [CH3:1][CH:2]1[CH2:4][CH:3]1[C:5](=O)[CH2:6][C:7]#[N:8].O.[NH2:11][NH2:12]. (3) The reactants are: Cl[C:2]1[C:11]([C:12]2[CH:17]=[CH:16][CH:15]=[CH:14][CH:13]=2)=[CH:10][C:9]2[C:4](=[CH:5][CH:6]=[CH:7][N:8]=2)[N:3]=1.[CH2:18]([Zn]CC)[CH3:19].C([O-])([O-])=O.[K+].[K+]. Given the product [CH2:18]([C:2]1[C:11]([C:12]2[CH:17]=[CH:16][CH:15]=[CH:14][CH:13]=2)=[CH:10][C:9]2[C:4](=[CH:5][CH:6]=[CH:7][N:8]=2)[N:3]=1)[CH3:19], predict the reactants needed to synthesize it. (4) Given the product [C:1]1([C@H:7]([N:10]2[C:11]3=[N:12][C:13]([C:18]4[CH:27]=[CH:26][CH:25]=[C:24]5[C:19]=4[CH:20]=[CH:21][CH:22]=[N:23]5)=[CH:14][N:15]=[C:16]3[NH:17][C:59]2=[O:60])[CH2:8][CH3:9])[CH:2]=[CH:3][CH:4]=[CH:5][CH:6]=1, predict the reactants needed to synthesize it. The reactants are: [C:1]1([C@H:7]([NH:10][C:11]2[C:16]([NH2:17])=[N:15][CH:14]=[C:13]([C:18]3[CH:27]=[CH:26][CH:25]=[C:24]4[C:19]=3[CH:20]=[CH:21][CH:22]=[N:23]4)[N:12]=2)[CH2:8][CH3:9])[CH:6]=[CH:5][CH:4]=[CH:3][CH:2]=1.BrC1N=C(N[C@@H](C2C=CC=CC=2)CC)C(N)=NC=1.N1C2C=CC=C(B(O)O)C=2C=CC=1.[C:59](=O)([O-])[O-:60].[K+].[K+]. (5) The reactants are: [NH2:1][C:2]1[CH:7]=[CH:6][C:5]([N:8]2[CH2:13][CH2:12][N:11]([CH2:14][CH2:15][CH2:16][CH2:17][O:18][C:19]3[CH:28]=[C:27]4[C:22]([CH2:23][CH2:24][C:25](=[O:29])[NH:26]4)=[CH:21][CH:20]=3)[CH2:10][CH2:9]2)=[C:4]([Cl:30])[C:3]=1[Cl:31].[C:32]1(=[O:38])[O:37][C:35](=[O:36])[CH2:34][CH2:33]1. Given the product [Cl:31][C:3]1[C:4]([Cl:30])=[C:5]([N:8]2[CH2:9][CH2:10][N:11]([CH2:14][CH2:15][CH2:16][CH2:17][O:18][C:19]3[CH:28]=[C:27]4[C:22]([CH2:23][CH2:24][C:25](=[O:29])[NH:26]4)=[CH:21][CH:20]=3)[CH2:12][CH2:13]2)[CH:6]=[CH:7][C:2]=1[NH:1][C:32](=[O:38])[CH2:33][CH2:34][C:35]([OH:37])=[O:36], predict the reactants needed to synthesize it.